From a dataset of Full USPTO retrosynthesis dataset with 1.9M reactions from patents (1976-2016). Predict the reactants needed to synthesize the given product. (1) Given the product [CH3:58][O:57][C:55]1[CH:54]=[CH:53][N:52]=[C:51]([NH:50][C:39]([NH:1][C:2]2[CH:3]=[CH:4][C:5]([C:8]3[C:18]4[C:17](=[O:19])[N:16]([CH3:20])[CH2:15][C:14]([CH3:22])([CH3:21])[O:13][C:12]=4[N:11]=[C:10]([N:23]4[CH2:24][CH:25]5[O:30][CH:28]([CH2:27][CH2:26]5)[CH2:29]4)[N:9]=3)=[CH:6][CH:7]=2)=[O:41])[CH:56]=1, predict the reactants needed to synthesize it. The reactants are: [NH2:1][C:2]1[CH:7]=[CH:6][C:5]([C:8]2[C:18]3[C:17](=[O:19])[N:16]([CH3:20])[CH2:15][C:14]([CH3:22])([CH3:21])[O:13][C:12]=3[N:11]=[C:10]([N:23]3[CH2:29][CH:28]4[O:30][CH:25]([CH2:26][CH2:27]4)[CH2:24]3)[N:9]=2)=[CH:4][CH:3]=1.C(N(CC)CC)C.Cl[C:39](Cl)([O:41]C(=O)OC(Cl)(Cl)Cl)Cl.[NH2:50][C:51]1[CH:56]=[C:55]([O:57][CH3:58])[CH:54]=[CH:53][N:52]=1. (2) Given the product [CH3:17][O:18][C:19]1[N:20]=[CH:4][C:5]2[CH2:6][N:7]([S:12]([CH3:15])(=[O:14])=[O:13])[CH2:8][CH2:9][C:10]=2[N:21]=1, predict the reactants needed to synthesize it. The reactants are: CN([CH:4]=[C:5]1[C:10](=O)[CH2:9][CH2:8][N:7]([S:12]([CH3:15])(=[O:14])=[O:13])[CH2:6]1)C.Cl.[CH3:17][O:18][C:19](=[NH:21])[NH2:20].